This data is from Volume of distribution at steady state (VDss) regression data from Lombardo et al.. The task is: Regression/Classification. Given a drug SMILES string, predict its absorption, distribution, metabolism, or excretion properties. Task type varies by dataset: regression for continuous measurements (e.g., permeability, clearance, half-life) or binary classification for categorical outcomes (e.g., BBB penetration, CYP inhibition). For this dataset (vdss_lombardo), we predict log10(VDss) (log10 of volume of distribution in L/kg). The drug is CN(c1nccc(=O)[nH]1)C1CCN(c2nc3ccccc3n2Cc2ccc(F)cc2)CC1. The log10(VDss) is -0.420.